From a dataset of Reaction yield outcomes from USPTO patents with 853,638 reactions. Predict the reaction yield, written as a fraction of the theoretical maximum amount of product (1.0 means a 100% yield; for example, 0.34 means a 34% yield). (1) The yield is 0.960. The reactants are C[CH:2]1[CH2:10][C:9]2[C:4](=[CH:5][CH:6]=[CH:7][CH:8]=2)[C:3]1=[N:11]O.[CH3:13]O. The catalyst is [Pd]. The product is [CH3:13][CH:10]1[C:9]2[C:4](=[CH:5][CH:6]=[CH:7][CH:8]=2)[CH:3]([NH2:11])[CH2:2]1. (2) The reactants are [F:1][C:2]([F:12])([F:11])[O:3][C:4]1[CH:9]=[CH:8][CH:7]=[CH:6][C:5]=1[OH:10].C(N(CC)CC)C.[Mg+2].[Cl-].[Cl-].[CH2:23]=[O:24].O=P12OP3(OP(OP(O3)(O1)=O)(=O)O2)=O. The catalyst is C(#N)C. The product is [OH:10][C:5]1[C:4]([O:3][C:2]([F:11])([F:12])[F:1])=[CH:9][CH:8]=[CH:7][C:6]=1[CH:23]=[O:24]. The yield is 0.410. (3) The reactants are [Br:1][C:2]1[CH:7]=[CH:6][C:5]([C:8]2[CH:13]=[CH:12][CH:11]=[CH:10][C:9]=2[NH2:14])=[CH:4][CH:3]=1.C1CCN2C(=NCCC2)CC1.[CH:26]([S:29](Cl)(=[O:31])=[O:30])([CH3:28])[CH3:27]. The catalyst is C(Cl)Cl. The product is [Br:1][C:2]1[CH:3]=[CH:4][C:5]([C:8]2[CH:13]=[CH:12][CH:11]=[CH:10][C:9]=2[NH:14][S:29]([CH:26]([CH3:28])[CH3:27])(=[O:31])=[O:30])=[CH:6][CH:7]=1. The yield is 0.750. (4) The reactants are [Cl:1][C:2]1[CH:7]=[CH:6][N:5]=[C:4]([C:8]([NH:10][CH3:11])=[O:9])[CH:3]=1.C(O)C.C(Cl)(=O)C. The catalyst is C1(C)C=CC=CC=1. The product is [ClH:1].[Cl:1][C:2]1[CH:7]=[CH:6][N:5]=[C:4]([C:8]([NH:10][CH3:11])=[O:9])[CH:3]=1. The yield is 1.00. (5) The reactants are [OH:1][C@@H:2]([CH3:7])[CH2:3][C:4]([OH:6])=[O:5].O1[B:13]([C@@H:14]([NH:19][C:20](=[O:38])[C@@H:21]([NH:29][C:30]([C:32]2[CH:37]=[N:36][CH:35]=[CH:34][N:33]=2)=[O:31])[CH2:22][C:23]2[CH:28]=[CH:27][CH:26]=[CH:25][CH:24]=2)[CH2:15][CH:16]([CH3:18])[CH3:17])O[B:13]([C@@H:14]([NH:19][C:20](=[O:38])[C@@H:21]([NH:29][C:30]([C:32]2[CH:37]=[N:36][CH:35]=[CH:34][N:33]=2)=[O:31])[CH2:22][C:23]2[CH:28]=[CH:27][CH:26]=[CH:25][CH:24]=2)[CH2:15][CH:16]([CH3:18])[CH3:17])O[B:13]1[C@@H:14]([NH:19][C:20](=[O:38])[C@@H:21]([NH:29][C:30]([C:32]1[CH:37]=[N:36][CH:35]=[CH:34][N:33]=1)=[O:31])[CH2:22][C:23]1[CH:28]=[CH:27][CH:26]=[CH:25][CH:24]=1)[CH2:15][CH:16]([CH3:18])[CH3:17]. The catalyst is CCOC(C)=O. The product is [CH2:22]([C@H:21]([NH:29][C:30]([C:32]1[CH:37]=[N:36][CH:35]=[CH:34][N:33]=1)=[O:31])[C:20]([NH:19][C@H:14]([B:13]1[O:1][C@@H:2]([CH3:7])[CH2:3][C:4](=[O:6])[O:5]1)[CH2:15][CH:16]([CH3:18])[CH3:17])=[O:38])[C:23]1[CH:28]=[CH:27][CH:26]=[CH:25][CH:24]=1. The yield is 0.960. (6) The reactants are CO[CH2:3][NH:4][CH2:5][CH2:6][C@@H:7]([C:9]1[S:10][CH:11]=[CH:12][CH:13]=1)[OH:8].[H-].[Na+].F[C:17]1[C:26]2[C:21](=[CH:22][CH:23]=[CH:24][CH:25]=2)[CH:20]=[CH:19][CH:18]=1.CN(C)[CH:29]=[O:30]. No catalyst specified. The product is [CH3:3][N:4]([CH2:5][CH2:6][CH:7]([O:8][C:17]1[C:26]2[C:21](=[CH:22][CH:23]=[CH:24][CH:25]=2)[CH:20]=[CH:19][CH:18]=1)[C:9]1[S:10][CH:11]=[CH:12][CH:13]=1)[O:30][CH3:29]. The yield is 0.828. (7) The reactants are [CH3:13][C:12]([O:11][C:9](O[C:9]([O:11][C:12]([CH3:15])([CH3:14])[CH3:13])=[O:10])=[O:10])([CH3:15])[CH3:14].[Br:16][C:17]1[CH:22]=[CH:21][C:20]([C@@H:23]2[CH2:25][C@H:24]2[NH2:26])=[CH:19][CH:18]=1.CCN(CC)CC. The catalyst is C1COCC1. The product is [Br:16][C:17]1[CH:18]=[CH:19][C:20]([C@@H:23]2[CH2:25][C@H:24]2[NH:26][C:9](=[O:10])[O:11][C:12]([CH3:13])([CH3:14])[CH3:15])=[CH:21][CH:22]=1. The yield is 0.850.